From a dataset of Catalyst prediction with 721,799 reactions and 888 catalyst types from USPTO. Predict which catalyst facilitates the given reaction. (1) Reactant: [CH2:1]([O:3][C:4]([CH:6]1[N:16]([C:17]([O:19][C:20]([CH3:23])([CH3:22])[CH3:21])=[O:18])[CH2:15][C:9]2[N:10]=[CH:11][N:12]=[C:13](Cl)[C:8]=2[CH2:7]1)=[O:5])[CH3:2].[OH:24][C:25]1[CH:26]=[C:27]2[C:31](=[CH:32][CH:33]=1)[NH:30][CH:29]=[CH:28]2.C1CCN2C(=NCCC2)CC1. Product: [CH2:1]([O:3][C:4]([CH:6]1[N:16]([C:17]([O:19][C:20]([CH3:23])([CH3:22])[CH3:21])=[O:18])[CH2:15][C:9]2[N:10]=[CH:11][N:12]=[C:13]([O:24][C:25]3[CH:26]=[C:27]4[C:31](=[CH:32][CH:33]=3)[NH:30][CH:29]=[CH:28]4)[C:8]=2[CH2:7]1)=[O:5])[CH3:2]. The catalyst class is: 23. (2) Reactant: CI.[NH:3]1[C:7]2[CH:8]=[CH:9][CH:10]=[CH:11][C:6]=2[N:5]=[C:4]1[S:12][C:13]1[O:17][C:16](/[CH:18]=[C:19]2/[C:20](=[O:28])[N:21]([CH:25]([CH3:27])[CH3:26])[C:22](=[O:24])[S:23]/2)=[CH:15][CH:14]=1.[C:29]([O-])([O-])=O.[K+].[K+]. Product: [CH:25]([N:21]1[C:20](=[O:28])/[C:19](=[CH:18]/[C:16]2[O:17][C:13]([S:12][C:4]3[N:5]([CH3:29])[C:6]4[CH:11]=[CH:10][CH:9]=[CH:8][C:7]=4[N:3]=3)=[CH:14][CH:15]=2)/[S:23][C:22]1=[O:24])([CH3:26])[CH3:27]. The catalyst class is: 3. (3) Reactant: [O:1]=[C:2]1[C:10]2([CH2:14][C@@H:13]([C:15]([O:17][CH3:18])=[O:16])[NH:12][CH2:11]2)[C:9]2[C:4](=[CH:5][CH:6]=[CH:7][CH:8]=2)[NH:3]1.Cl.N[C@@H](CC1C2C(=CC=CC=2)NC=1)C(OC)=O.CCN(CC)CC.[CH3:43][C:44]([O:47][C:48](O[C:48]([O:47][C:44]([CH3:46])([CH3:45])[CH3:43])=[O:49])=[O:49])([CH3:46])[CH3:45]. Product: [O:1]=[C:2]1[C@@:10]2([CH2:14][C@@H:13]([C:15]([O:17][CH3:18])=[O:16])[N:12]([C:48]([O:47][C:44]([CH3:46])([CH3:45])[CH3:43])=[O:49])[CH2:11]2)[C:9]2[C:4](=[CH:5][CH:6]=[CH:7][CH:8]=2)[NH:3]1. The catalyst class is: 2. (4) Reactant: [C:1]([C:3]1[C:12]2[C:7](=[CH:8][C:9]([C:13]3[CH:14]=[C:15]([CH:22]=[CH:23][C:24]=3[CH3:25])[C:16]([NH:18][CH:19]3[CH2:21][CH2:20]3)=[O:17])=[CH:10][CH:11]=2)[CH:6]=[N:5][N:4]=1)#[N:2].[OH-:26].[K+].CN(C(ON1N=N[C:38]2[CH:39]=CC=N[C:37]1=2)=[N+](C)C)C.F[P-](F)(F)(F)(F)F.C(N)(C)C. Product: [CH:19]1([NH:18][C:16]([C:15]2[CH:22]=[CH:23][C:24]([CH3:25])=[C:13]([C:9]3[CH:8]=[C:7]4[C:12](=[CH:11][CH:10]=3)[C:3]([C:1]([NH:2][CH:38]([CH3:39])[CH3:37])=[O:26])=[N:4][N:5]=[CH:6]4)[CH:14]=2)=[O:17])[CH2:20][CH2:21]1. The catalyst class is: 815. (5) Reactant: F[C:2]1[CH:3]=[N:4][CH:5]=[CH:6][C:7]=1[C:8]1[O:9][C:10]2[CH:16]=[CH:15][C:14]([C:17]([F:20])([F:19])[F:18])=[CH:13][C:11]=2[N:12]=1.C(=O)([O-])[O-].[K+].[K+].[CH:27]([NH2:30])([CH3:29])[CH3:28].CN(C=O)C. Product: [CH:27]([NH:30][C:2]1[CH:3]=[N:4][CH:5]=[CH:6][C:7]=1[C:8]1[O:9][C:10]2[CH:16]=[CH:15][C:14]([C:17]([F:20])([F:19])[F:18])=[CH:13][C:11]=2[N:12]=1)([CH3:29])[CH3:28]. The catalyst class is: 6.